Dataset: Full USPTO retrosynthesis dataset with 1.9M reactions from patents (1976-2016). Task: Predict the reactants needed to synthesize the given product. Given the product [CH2:1]([O:3][C:4](=[O:16])[CH:5]([CH2:9][C:10]1[CH:15]=[CH:14][CH:13]=[CH:12][CH:11]=1)[C:6]([NH:40][C:37]1[S:38][CH:39]=[C:35]([C:29]2[CH:34]=[CH:33][CH:32]=[CH:31][CH:30]=2)[N:36]=1)=[O:8])[CH3:2], predict the reactants needed to synthesize it. The reactants are: [CH2:1]([O:3][C:4](=[O:16])[CH:5]([CH2:9][C:10]1[CH:15]=[CH:14][CH:13]=[CH:12][CH:11]=1)[C:6]([OH:8])=O)[CH3:2].Cl.CN(C)CCCN=C=NCC.[C:29]1([C:35]2[N:36]=[C:37]([NH2:40])[S:38][CH:39]=2)[CH:34]=[CH:33][CH:32]=[CH:31][CH:30]=1.